Dataset: Forward reaction prediction with 1.9M reactions from USPTO patents (1976-2016). Task: Predict the product of the given reaction. (1) Given the reactants [Cl:1][C:2]1[N:7]=[C:6]2[NH:8][CH:9]=[C:10]([C:11]#[N:12])[C:5]2=[C:4](I)[CH:3]=1.[CH3:14][C:15]1[CH:16]=[C:17](B(O)O)[CH:18]=[N:19][CH:20]=1.[F-].[K+], predict the reaction product. The product is: [Cl:1][C:2]1[N:7]=[C:6]2[NH:8][CH:9]=[C:10]([C:11]#[N:12])[C:5]2=[C:4]([C:17]2[CH:18]=[N:19][CH:20]=[C:15]([CH3:14])[CH:16]=2)[CH:3]=1. (2) Given the reactants [CH2:1]([N:8]1[CH2:12][C@H:11]2[C@H:13]([NH2:16])[CH2:14][CH2:15][C@H:10]2[CH2:9]1)[C:2]1[CH:7]=[CH:6][CH:5]=[CH:4][CH:3]=1.[C:17]1([CH:23]([CH2:27][C:28]2[CH:33]=[CH:32][CH:31]=[CH:30][CH:29]=2)[C:24](O)=[O:25])[CH:22]=[CH:21][CH:20]=[CH:19][CH:18]=1.C1([C@H](CC)C(O)=O)C=CC=CC=1, predict the reaction product. The product is: [CH2:1]([N:8]1[CH2:12][C@@H:11]2[C@@H:13]([NH:16][C:24](=[O:25])[CH:23]([C:17]3[CH:22]=[CH:21][CH:20]=[CH:19][CH:18]=3)[CH2:27][C:28]3[CH:33]=[CH:32][CH:31]=[CH:30][CH:29]=3)[CH2:14][CH2:15][C@@H:10]2[CH2:9]1)[C:2]1[CH:3]=[CH:4][CH:5]=[CH:6][CH:7]=1. (3) The product is: [CH3:1][N:2]1[CH2:7][CH2:6][CH:5]([O:8][C:16]2[CH:21]=[CH:20][C:19]([C:22]([F:25])([F:23])[F:24])=[CH:18][C:17]=2[N+:26]([O-:28])=[O:27])[CH2:4][CH2:3]1. Given the reactants [CH3:1][N:2]1[CH2:7][CH2:6][CH:5]([OH:8])[CH2:4][CH2:3]1.CC(C)([O-])C.[K+].F[C:16]1[CH:21]=[CH:20][C:19]([C:22]([F:25])([F:24])[F:23])=[CH:18][C:17]=1[N+:26]([O-:28])=[O:27], predict the reaction product. (4) Given the reactants Br[C:2]1[CH:7]=[CH:6][C:5]2[C:8]3[CH2:9][N:10]([C:15]([O:17][C:18]([CH3:21])([CH3:20])[CH3:19])=[O:16])[CH2:11][CH2:12][C:13]=3[O:14][C:4]=2[CH:3]=1.[F:22][C:23]1[CH:24]=[CH:25][C:26]([CH2:29][CH2:30][C:31]2[CH:36]=[CH:35][NH:34][C:33](=[O:37])[CH:32]=2)=[N:27][CH:28]=1, predict the reaction product. The product is: [F:22][C:23]1[CH:24]=[CH:25][C:26]([CH2:29][CH2:30][C:31]2[CH:36]=[CH:35][N:34]([C:2]3[CH:7]=[CH:6][C:5]4[C:8]5[CH2:9][N:10]([C:15]([O:17][C:18]([CH3:21])([CH3:20])[CH3:19])=[O:16])[CH2:11][CH2:12][C:13]=5[O:14][C:4]=4[CH:3]=3)[C:33](=[O:37])[CH:32]=2)=[N:27][CH:28]=1. (5) Given the reactants C(Cl)(=O)C(Cl)=O.CS(C)=O.[CH3:11][C:12]([C:17]1[CH:22]=[CH:21][CH:20]=[CH:19][CH:18]=1)([CH3:16])[CH2:13][CH2:14][OH:15].C(N(CC)CC)C, predict the reaction product. The product is: [CH3:16][C:12]([C:17]1[CH:22]=[CH:21][CH:20]=[CH:19][CH:18]=1)([CH3:11])[CH2:13][CH:14]=[O:15]. (6) Given the reactants [NH2:1][CH2:2][CH2:3][CH2:4][N:5]1[CH2:10][CH2:9][C:8]2[C:11]([C:25]([NH2:27])=[O:26])=[C:12]([NH:14][C:15](=[O:24])[NH:16][C:17]3[CH:22]=[CH:21][C:20]([Cl:23])=[CH:19][CH:18]=3)[S:13][C:7]=2[CH2:6]1.C(N(CC)CC)C.[NH:35]1[C:43]2[C:38](=[CH:39][CH:40]=[CH:41][CH:42]=2)[C:37]([CH2:44][CH2:45][C:46](O)=[O:47])=[CH:36]1.CCN=C=NCCCN(C)C.Cl.C1C=CC2N(O)N=NC=2C=1, predict the reaction product. The product is: [Cl:23][C:20]1[CH:21]=[CH:22][C:17]([NH:16][C:15]([NH:14][C:12]2[S:13][C:7]3[CH2:6][N:5]([CH2:4][CH2:3][CH2:2][NH:1][C:46](=[O:47])[CH2:45][CH2:44][C:37]4[C:38]5[C:43](=[CH:42][CH:41]=[CH:40][CH:39]=5)[NH:35][CH:36]=4)[CH2:10][CH2:9][C:8]=3[C:11]=2[C:25]([NH2:27])=[O:26])=[O:24])=[CH:18][CH:19]=1. (7) Given the reactants Cl[C:2]1[N:3]=[C:4]([N:23]2[CH2:28][CH2:27][O:26][CH2:25][CH2:24]2)[C:5]2[S:10][C:9]([CH2:11][N:12]3[CH2:17][CH2:16][N:15]([C:18](=[O:22])[C@@H:19]([OH:21])[CH3:20])[CH2:14][CH2:13]3)=[CH:8][C:6]=2[N:7]=1.B(O)(O)[C:30]1[CH:35]=[CH:34][C:33]([O:36][CH3:37])=[N:32][CH:31]=1, predict the reaction product. The product is: [OH:21][C@@H:19]([CH3:20])[C:18]([N:15]1[CH2:16][CH2:17][N:12]([CH2:11][C:9]2[S:10][C:5]3[C:4]([N:23]4[CH2:28][CH2:27][O:26][CH2:25][CH2:24]4)=[N:3][C:2]([C:30]4[CH:31]=[N:32][C:33]([O:36][CH3:37])=[CH:34][CH:35]=4)=[N:7][C:6]=3[CH:8]=2)[CH2:13][CH2:14]1)=[O:22]. (8) Given the reactants Br[CH2:2][CH2:3][CH2:4][CH2:5][O:6][C:7]1[CH:12]=[CH:11][CH:10]=[CH:9][CH:8]=1.[F:13][C:14]1[C:19]([F:20])=[CH:18][CH:17]=[CH:16][C:15]=1B(O)O.C(=O)([O-])[O-].[K+].[K+], predict the reaction product. The product is: [CH2:5]([O:6][C:7]1[CH:12]=[CH:11][C:10]([C:18]2[CH:17]=[CH:16][CH:15]=[C:14]([F:13])[C:19]=2[F:20])=[CH:9][CH:8]=1)[CH2:4][CH2:3][CH3:2]. (9) The product is: [C:8]([O:12][C:13]([N:15]1[C@@H:20]([C@@H:21]([OH:33])[C@@H:22]([NH:32][C:40](=[O:42])[CH3:41])[CH2:23][C:24]2[CH:29]=[C:28]([F:30])[CH:27]=[C:26]([Cl:31])[CH:25]=2)[CH2:19][O:18][C@@H:17]([O:34][CH2:35][C:36]([CH3:39])([CH3:38])[CH3:37])[CH2:16]1)=[O:14])([CH3:10])([CH3:9])[CH3:11]. Given the reactants C(N(CC)CC)C.[C:8]([O:12][C:13]([N:15]1[C@@H:20]([C@@H:21]([OH:33])[C@@H:22]([NH2:32])[CH2:23][C:24]2[CH:29]=[C:28]([F:30])[CH:27]=[C:26]([Cl:31])[CH:25]=2)[CH2:19][O:18][C@@H:17]([O:34][CH2:35][C:36]([CH3:39])([CH3:38])[CH3:37])[CH2:16]1)=[O:14])([CH3:11])([CH3:10])[CH3:9].[C:40](OC(=O)C)(=[O:42])[CH3:41], predict the reaction product.